Regression. Given a peptide amino acid sequence and an MHC pseudo amino acid sequence, predict their binding affinity value. This is MHC class II binding data. From a dataset of Peptide-MHC class II binding affinity with 134,281 pairs from IEDB. The peptide sequence is EEPIAPYHFDLSGHAFGAMA. The MHC is DRB1_0401 with pseudo-sequence DRB1_0401. The binding affinity (normalized) is 0.540.